From a dataset of Reaction yield outcomes from USPTO patents with 853,638 reactions. Predict the reaction yield, written as a fraction of the theoretical maximum amount of product (1.0 means a 100% yield; for example, 0.34 means a 34% yield). (1) The reactants are Br[C:2]1[CH:7]=[CH:6][C:5]([F:8])=[C:4]([O:9][CH2:10][CH3:11])[CH:3]=1.[Li]CCCC.[B:17](OC)([O:20]C)[O:18]C. The catalyst is C1COCC1. The product is [CH2:10]([O:9][C:4]1[CH:3]=[C:2]([B:17]([OH:20])[OH:18])[CH:7]=[CH:6][C:5]=1[F:8])[CH3:11]. The yield is 0.690. (2) The reactants are [F:1][C:2]1[CH:9]=[CH:8][C:5]([CH:6]=O)=[CH:4][CH:3]=1.[C:10](#[N:14])[CH2:11][C:12]#[N:13].C(N(CC)CC)C.[CH3:22][O:23][C:24]1[CH:29]=[CH:28][C:27]([C:30]2[CH2:34][C:33](=[O:35])[N:32]([CH3:36])[N:31]=2)=[CH:26][CH:25]=1. The catalyst is C(O)C. The product is [NH2:13][C:12]1[O:35][C:33]2[N:32]([CH3:36])[N:31]=[C:30]([C:27]3[CH:26]=[CH:25][C:24]([O:23][CH3:22])=[CH:29][CH:28]=3)[C:34]=2[CH:6]([C:5]2[CH:8]=[CH:9][C:2]([F:1])=[CH:3][CH:4]=2)[C:11]=1[C:10]#[N:14]. The yield is 0.320. (3) The reactants are [NH2:1][CH2:2][CH2:3][SH:4].C[S-](C)[C:7]([S-])=[N:8][C:9](=[O:14])[C:10]([F:13])([F:12])[F:11]. The catalyst is C(O)C. The product is [F:11][C:10]([F:13])([F:12])[C:9]([N:8]=[C:7]1[NH:1][CH2:2][CH2:3][S:4]1)=[O:14]. The yield is 0.510. (4) The reactants are [Cl:1][C:2]1[CH:12]=[CH:11][CH:10]=[C:9](Cl)[C:3]=1[O:4][CH2:5][CH2:6][CH2:7][NH2:8].[Cl:14]C1C(Cl)=CC=CC=1O.ClC1C=CC=C(Cl)C=1O. No catalyst specified. The product is [Cl:1][C:2]1[C:12]([Cl:14])=[CH:11][CH:10]=[CH:9][C:3]=1[O:4][CH2:5][CH2:6][CH2:7][NH2:8]. The yield is 0.880. (5) The reactants are [Cl:1][C:2]1[N:3]=[C:4]([N:11]2[CH2:16][CH2:15][O:14][CH2:13][CH2:12]2)[C:5]2[S:10][CH:9]=[CH:8][C:6]=2[N:7]=1.[Li]CCCC.CCCCCC.CN([CH:31]=[O:32])C. The catalyst is C1COCC1. The product is [Cl:1][C:2]1[N:3]=[C:4]([N:11]2[CH2:16][CH2:15][O:14][CH2:13][CH2:12]2)[C:5]2[S:10][C:9]([CH:31]=[O:32])=[CH:8][C:6]=2[N:7]=1. The yield is 0.770.